Task: Predict the reactants needed to synthesize the given product.. Dataset: Full USPTO retrosynthesis dataset with 1.9M reactions from patents (1976-2016) (1) Given the product [Cl:10][C:11]1[CH:16]=[CH:15][CH:14]=[CH:13][C:12]=1[S:17][S:19][C:21]1[CH:15]=[CH:14][CH:13]=[CH:12][C:11]=1[Cl:10], predict the reactants needed to synthesize it. The reactants are: C[Si](C)(C)N[Si](C)(C)C.[Cl:10][C:11]1[CH:16]=[CH:15][CH:14]=[CH:13][C:12]=1[SH:17].C[S:19]([CH3:21])=O. (2) Given the product [CH:13]1([C:18]([NH:1][C@H:2]([C:10]([OH:12])=[O:11])[CH2:3][CH2:4][CH2:5][NH:6][C:7](=[NH:8])[NH2:9])=[O:19])[CH2:17][CH2:16][CH2:15][CH2:14]1, predict the reactants needed to synthesize it. The reactants are: [NH2:1][C@H:2]([C:10]([OH:12])=[O:11])[CH2:3][CH2:4][CH2:5][NH:6][C:7](=[NH:9])[NH2:8].[CH:13]1([C:18](Cl)=[O:19])[CH2:17][CH2:16][CH2:15][CH2:14]1.Cl. (3) Given the product [CH3:24][N:12]1[CH2:13][CH2:14][N:9]([CH2:8][C:7]2[CH:16]=[CH:17][C:4]([N+:1]([O-:3])=[O:2])=[CH:5][C:6]=2[C:18]([F:21])([F:20])[F:19])[C:10](=[O:15])[CH2:11]1, predict the reactants needed to synthesize it. The reactants are: [N+:1]([C:4]1[CH:17]=[CH:16][C:7]([CH2:8][N:9]2[CH2:14][CH2:13][NH:12][CH2:11][C:10]2=[O:15])=[C:6]([C:18]([F:21])([F:20])[F:19])[CH:5]=1)([O-:3])=[O:2].CO.[CH3:24]C(O)=O.[BH3-]C#N.[Na+].C([O-])(O)=O.[Na+]. (4) Given the product [NH2:11][C:7]1[CH:6]=[C:5]([O:4][C:3]2[C:2]([F:1])=[CH:22][C:21]([NH:23][C:24]([C:26]3([C:29]([NH:30][C:31]4[CH:32]=[CH:33][C:34]([F:37])=[CH:35][CH:36]=4)=[O:38])[CH2:28][CH2:27]3)=[O:25])=[C:20]([F:39])[CH:19]=2)[CH:10]=[CH:9][N:8]=1, predict the reactants needed to synthesize it. The reactants are: [F:1][C:2]1[CH:22]=[C:21]([NH:23][C:24]([C:26]2([C:29](=[O:38])[NH:30][C:31]3[CH:36]=[CH:35][C:34]([F:37])=[CH:33][CH:32]=3)[CH2:28][CH2:27]2)=[O:25])[C:20]([F:39])=[CH:19][C:3]=1[O:4][C:5]1[CH:10]=[CH:9][N:8]=[C:7]([NH:11]C(=O)OC(C)(C)C)[CH:6]=1.C([O-])(O)=O.[Na+]. (5) Given the product [CH2:22]1[O:26][C:25]2([CH2:28][CH2:29][C@H:30]3[C@H:31]4[C@H:10]([CH2:9][CH2:8][C@:27]23[CH3:17])[C@@H:5]2[C@@H:6]([CH2:7][CH:1]([OH:4])[CH2:2][CH2:15]2)[CH2:33][CH2:32]4)[O:24][CH2:23]1, predict the reactants needed to synthesize it. The reactants are: [CH2:1]([OH:4])[CH2:2]O.[C:5]1([CH3:15])[CH:10]=[CH:9][C:8](S([O-])(=O)=O)=[CH:7][CH:6]=1.[NH+]1C=CC=C[CH:17]=1.[CH3:22][CH2:23][O:24][C:25]([CH3:27])=[O:26].[CH3:28][CH2:29][CH2:30][CH2:31][CH2:32][CH3:33]. (6) Given the product [CH2:1]([O:8][N:9]1[C:15](=[O:16])[N:14]2[CH2:17][C@@H:10]1[CH2:11][CH2:12][C@@H:13]2[C:18]([NH:22][NH:21][C:23]([CH:25]1[CH2:28][N:27]([C:29]([O:31][C:32]([CH3:35])([CH3:34])[CH3:33])=[O:30])[CH2:26]1)=[O:24])=[O:20])[C:2]1[CH:3]=[CH:4][CH:5]=[CH:6][CH:7]=1, predict the reactants needed to synthesize it. The reactants are: [CH2:1]([O:8][N:9]1[C:15](=[O:16])[N:14]2[CH2:17][C@H:10]1[CH2:11][CH2:12][C@H:13]2[C:18]([OH:20])=O)[C:2]1[CH:7]=[CH:6][CH:5]=[CH:4][CH:3]=1.[NH:21]([C:23]([CH:25]1[CH2:28][N:27]([C:29]([O:31][C:32]([CH3:35])([CH3:34])[CH3:33])=[O:30])[CH2:26]1)=[O:24])[NH2:22].ON1C2C=CC=CC=2N=N1.Cl.C(N=C=NCCCN(C)C)C. (7) Given the product [CH:4]([C:5]1[O:9][CH:8]=[C:7]([B:14]([OH:19])[OH:15])[CH:6]=1)=[O:3], predict the reactants needed to synthesize it. The reactants are: C([O:3][CH:4](OCC)[C:5]1[O:9][CH:8]=[C:7](Br)[CH:6]=1)C.[B:14](OC(C)C)([O:19]C(C)C)[O:15]C(C)C.C1COCC1.CCCCCC.CC(CC(C)=O)C.